From a dataset of Forward reaction prediction with 1.9M reactions from USPTO patents (1976-2016). Predict the product of the given reaction. (1) Given the reactants [CH3:1][O:2][C:3](=[O:16])[CH2:4][CH2:5][CH2:6][CH2:7][C:8]1[CH:13]=[CH:12][C:11]([F:14])=[C:10]([NH2:15])[CH:9]=1.C(N(C(C)C)CC)(C)C.Cl[C:27]([O:29][CH2:30][CH3:31])=[O:28], predict the reaction product. The product is: [CH3:1][O:2][C:3](=[O:16])[CH2:4][CH2:5][CH2:6][CH2:7][C:8]1[CH:13]=[CH:12][C:11]([F:14])=[C:10]([NH:15][C:27]([O:29][CH2:30][CH3:31])=[O:28])[CH:9]=1. (2) Given the reactants [NH2:1][C:2]1[N:11]=[CH:10][C:9]2[CH2:8][CH2:7][C:6]3[C:12]([C:16]([O:18][CH2:19][CH3:20])=[O:17])=[N:13][N:14]([CH3:15])[C:5]=3[C:4]=2[N:3]=1.[Br:21][C:22]1[CH:23]=[CH:24][C:25](I)=[C:26]([CH:29]=1)[C:27]#[N:28].C(=O)([O-])[O-].[Cs+].[Cs+].CC(C1C=C(C(C)C)C(C2C=CC=CC=2P(C2CCCCC2)C2CCCCC2)=C(C(C)C)C=1)C, predict the reaction product. The product is: [Br:21][C:22]1[CH:23]=[CH:24][C:25]([NH:1][C:2]2[N:11]=[CH:10][C:9]3[CH2:8][CH2:7][C:6]4[C:12]([C:16]([O:18][CH2:19][CH3:20])=[O:17])=[N:13][N:14]([CH3:15])[C:5]=4[C:4]=3[N:3]=2)=[C:26]([C:27]#[N:28])[CH:29]=1. (3) Given the reactants [CH3:1][C:2]1[CH:7]=[C:6]([C:8]2[CH:9]=[C:10]([CH:17]=[C:18]([N+:20]([O-])=O)[CH:19]=2)[O:11][CH2:12][C:13]([O:15][CH3:16])=[O:14])[CH:5]=[CH:4][N:3]=1.[NH4+].[OH-].CO, predict the reaction product. The product is: [NH2:20][C:18]1[CH:17]=[C:10]([CH:9]=[C:8]([C:6]2[CH:5]=[CH:4][N:3]=[C:2]([CH3:1])[CH:7]=2)[CH:19]=1)[O:11][CH2:12][C:13]([O:15][CH3:16])=[O:14]. (4) Given the reactants Cl[C:2]1[CH:10]=[CH:9][C:8]2[N:7](/[CH:11]=[C:12](/[C:14]3[CH:19]=[CH:18][C:17]([F:20])=[CH:16][CH:15]=3)\[CH3:13])[C:6]3[CH2:21][CH2:22][N:23]([CH3:25])[CH2:24][C:5]=3[C:4]=2[CH:3]=1, predict the reaction product. The product is: [F:20][C:17]1[CH:18]=[CH:19][C:14](/[C:12](/[CH3:13])=[CH:11]/[N:7]2[C:8]3[CH:9]=[CH:10][CH:2]=[CH:3][C:4]=3[C:5]3[CH2:24][N:23]([CH3:25])[CH2:22][CH2:21][C:6]2=3)=[CH:15][CH:16]=1. (5) Given the reactants C([SiH](C(C)C)C(C)C)(C)C.[Br-:11].C(OC([NH:19][CH2:20][CH2:21][CH2:22][P+:23]([C:36]1[CH:41]=[CH:40][CH:39]=[CH:38][CH:37]=1)([C:30]1[CH:35]=[CH:34][CH:33]=[CH:32][CH:31]=1)[C:24]1[CH:29]=[CH:28][CH:27]=[CH:26][CH:25]=1)=O)(C)(C)C, predict the reaction product. The product is: [Br-:11].[NH3+:19][CH2:20][CH2:21][CH2:22][P+:23]([C:36]1[CH:41]=[CH:40][CH:39]=[CH:38][CH:37]=1)([C:24]1[CH:25]=[CH:26][CH:27]=[CH:28][CH:29]=1)[C:30]1[CH:35]=[CH:34][CH:33]=[CH:32][CH:31]=1.[Br-:11]. (6) Given the reactants [C:1]([C:4]1[CH:17]=[CH:16][C:7]([CH2:8][C:9]2[CH:14]=[CH:13][CH:12]=[CH:11][C:10]=2[OH:15])=[CH:6][CH:5]=1)([OH:3])=[O:2].S(=O)(=O)(O)O.O, predict the reaction product. The product is: [CH2:1]([O:2][C:1]([C:4]1[CH:5]=[CH:6][C:7]([CH2:8][C:9]2[CH:14]=[CH:13][CH:12]=[CH:11][C:10]=2[OH:15])=[CH:16][CH:17]=1)=[O:3])[CH:4]([CH3:17])[CH3:5]. (7) Given the reactants [CH3:1][S:2](Cl)(=[O:4])=[O:3].[OH:6][CH2:7][C@H:8]1[CH2:17][CH2:16][C:15]2[C:10](=[C:11]([O:18][CH:19]([CH3:21])[CH3:20])[CH:12]=[CH:13][CH:14]=2)[O:9]1, predict the reaction product. The product is: [CH:19]([O:18][C:11]1[CH:12]=[CH:13][CH:14]=[C:15]2[C:10]=1[O:9][C@@H:8]([CH2:7][O:6][S:2]([CH3:1])(=[O:4])=[O:3])[CH2:17][CH2:16]2)([CH3:21])[CH3:20].